From a dataset of Reaction yield outcomes from USPTO patents with 853,638 reactions. Predict the reaction yield, written as a fraction of the theoretical maximum amount of product (1.0 means a 100% yield; for example, 0.34 means a 34% yield). (1) The reactants are [C:1]1([C:7]#[C:8][CH3:9])[CH:6]=[CH:5][CH:4]=[CH:3][CH:2]=1. The catalyst is C1(C)C=CC=CC=1. The product is [C:1]1([C:7]#[C:8][C:9]2[CH:5]=[CH:6][CH:1]=[CH:2][CH:3]=2)[CH:6]=[CH:5][CH:4]=[CH:3][CH:2]=1. The yield is 0.980. (2) The reactants are [NH2:1][C:2]1[C:11]2[C:6](=[C:7](Br)[CH:8]=[CH:9][CH:10]=2)[N:5]=[N:4][C:3]=1[C:13]([NH:15][CH2:16][CH2:17][CH3:18])=[O:14].[CH3:19][O:20][C:21]1[CH:26]=[CH:25][C:24](B(O)O)=[CH:23][C:22]=1[CH3:30]. No catalyst specified. The product is [NH2:1][C:2]1[C:11]2[C:6](=[C:7]([C:24]3[CH:25]=[CH:26][C:21]([O:20][CH3:19])=[C:22]([CH3:30])[CH:23]=3)[CH:8]=[CH:9][CH:10]=2)[N:5]=[N:4][C:3]=1[C:13]([NH:15][CH2:16][CH2:17][CH3:18])=[O:14]. The yield is 0.750. (3) The catalyst is O. The product is [N:1]1([C:8]2[CH:15]=[CH:14][C:11]([C:12]#[N:13])=[CH:10][CH:9]=2)[CH2:6][CH2:5][O:4][CH2:3][CH2:2]1. The reactants are [NH:1]1[CH2:6][CH2:5][O:4][CH2:3][CH2:2]1.Cl[C:8]1[CH:15]=[CH:14][C:11]([C:12]#[N:13])=[CH:10][CH:9]=1. The yield is 0.520. (4) The reactants are C([O:3][C:4]([C:6]1[N:7]([CH2:13][O:14][CH2:15][CH2:16][Si:17]([CH3:20])([CH3:19])[CH3:18])[CH:8]=[C:9]([C:11]#[N:12])[N:10]=1)=[O:5])C.[OH-].[K+:22]. The catalyst is C(O)C. The product is [K+:22].[C:11]([C:9]1[N:10]=[C:6]([C:4]([O-:5])=[O:3])[N:7]([CH2:13][O:14][CH2:15][CH2:16][Si:17]([CH3:18])([CH3:19])[CH3:20])[CH:8]=1)#[N:12]. The yield is 1.00.